From a dataset of Forward reaction prediction with 1.9M reactions from USPTO patents (1976-2016). Predict the product of the given reaction. (1) The product is: [CH3:27][C:28]([N:29]([CH3:31])[CH3:30])=[O:10].[CH3:30][N:29]([CH3:31])[C:28](=[O:11])[CH3:27]. Given the reactants C1C=CC2N([OH:10])N=NC=2C=1.[OH:11]N1C2C=CC=CC=2N=N1.C(N=C=NC[CH2:27][CH2:28][N:29]([CH3:31])[CH3:30])C, predict the reaction product. (2) The product is: [CH3:1][O:2][C:3]1[CH:4]=[C:5]([CH:10]=[C:11]([N+:15]([O-:17])=[O:16])[C:12]=1[NH:13][CH3:14])[C:6]([OH:8])=[O:7]. Given the reactants [CH3:1][O:2][C:3]1[CH:4]=[C:5]([CH:10]=[C:11]([N+:15]([O-:17])=[O:16])[C:12]=1[NH:13][CH3:14])[C:6]([O:8]C)=[O:7].[OH-].[Li+].Cl, predict the reaction product. (3) Given the reactants [CH2:1]([O:3][P:4]([CH2:9][CH2:10][C:11]12[CH2:18][CH2:17][C:14]([C:19]3[NH:27][C:26]4[C:25](=[O:28])[N:24]([CH2:29][CH2:30][CH3:31])[C:23](=[O:32])[N:22]([CH2:33][CH2:34][CH3:35])[C:21]=4[N:20]=3)([CH2:15][CH2:16]1)[CH2:13][CH2:12]2)(=[O:8])[O:5]CC)[CH3:2].Cl, predict the reaction product. The product is: [CH2:1]([O:3][P:4]([CH2:9][CH2:10][C:11]12[CH2:18][CH2:17][C:14]([C:19]3[NH:27][C:26]4[C:25](=[O:28])[N:24]([CH2:29][CH2:30][CH3:31])[C:23](=[O:32])[N:22]([CH2:33][CH2:34][CH3:35])[C:21]=4[N:20]=3)([CH2:13][CH2:12]1)[CH2:15][CH2:16]2)(=[O:5])[OH:8])[CH3:2]. (4) Given the reactants Br[C:2]1[CH:7]=[CH:6][C:5]([C:8]2[CH:13]=[CH:12][C:11]([O:14][C:15]([F:18])([F:17])[F:16])=[CH:10][CH:9]=2)=[CH:4][N:3]=1.[Li]CCCC.CN([CH:27]=[O:28])C, predict the reaction product. The product is: [F:16][C:15]([F:18])([F:17])[O:14][C:11]1[CH:12]=[CH:13][C:8]([C:5]2[CH:6]=[CH:7][C:2]([CH:27]=[O:28])=[N:3][CH:4]=2)=[CH:9][CH:10]=1. (5) Given the reactants [CH2:1]([N:8]([CH3:29])[C:9](=[O:28])[CH2:10][CH2:11][CH2:12][O:13][C:14]1[CH:19]=[CH:18][C:17]([O:20]CC2C=CC=CC=2)=[CH:16][CH:15]=1)[C:2]1[CH:7]=[CH:6][CH:5]=[CH:4][CH:3]=1.B(Cl)(Cl)Cl, predict the reaction product. The product is: [CH2:1]([N:8]([CH3:29])[C:9](=[O:28])[CH2:10][CH2:11][CH2:12][O:13][C:14]1[CH:15]=[CH:16][C:17]([OH:20])=[CH:18][CH:19]=1)[C:2]1[CH:7]=[CH:6][CH:5]=[CH:4][CH:3]=1. (6) Given the reactants C(Cl)(=O)C(Cl)=O.CS(C)=O.OC[CH2:13][C@H:14]([C@H:25]1[CH2:29][O:28][C:27]([CH3:31])([CH3:30])[N:26]1[C:32]([O:34][C:35]([CH3:38])([CH3:37])[CH3:36])=[O:33])[C:15]1[CH:20]=[CH:19][C:18]([C:21]([F:24])([F:23])[F:22])=[CH:17][CH:16]=1.C(N([CH2:44][CH3:45])CC)C.C1(P(=C[C:66]([O:68][CH3:69])=[O:67])(C2C=CC=CC=2)C2C=CC=CC=2)C=CC=CC=1, predict the reaction product. The product is: [CH3:69][O:68][C:66](=[O:67])/[CH:44]=[CH:45]/[CH2:13][C@H:14]([C@H:25]1[CH2:29][O:28][C:27]([CH3:31])([CH3:30])[N:26]1[C:32]([O:34][C:35]([CH3:38])([CH3:37])[CH3:36])=[O:33])[C:15]1[CH:20]=[CH:19][C:18]([C:21]([F:22])([F:24])[F:23])=[CH:17][CH:16]=1.